Dataset: Forward reaction prediction with 1.9M reactions from USPTO patents (1976-2016). Task: Predict the product of the given reaction. (1) Given the reactants CC(C)([O-])C.[K+].[NH:7]1[CH:11]=[CH:10][N:9]=[CH:8]1.[Br:12][C:13]1[CH:18]=[CH:17][C:16]([C:19]([F:22])([F:21])[F:20])=[CH:15][C:14]=1F.O1CCOCC1, predict the reaction product. The product is: [Br:12][C:13]1[CH:14]=[CH:15][C:16]([C:19]([F:20])([F:21])[F:22])=[CH:17][C:18]=1[N:7]1[CH:11]=[CH:10][N:9]=[CH:8]1. (2) Given the reactants [NH2:1][C:2]1[CH:7]=[CH:6][C:5]([OH:8])=[C:4]([F:9])[CH:3]=1.C([O-])([O-])=O.[Cs+].[Cs+].Br[CH2:17][CH3:18], predict the reaction product. The product is: [CH2:17]([O:8][C:5]1[CH:6]=[CH:7][C:2]([NH2:1])=[CH:3][C:4]=1[F:9])[CH3:18]. (3) Given the reactants [NH2:1][C:2]1[CH:9]=[CH:8][C:7]([Br:10])=[CH:6][C:3]=1[CH:4]=O.[C:11]1([CH2:17][CH:18]=O)[CH:16]=[CH:15][CH:14]=[CH:13][CH:12]=1.[OH-].[K+].C(O)C, predict the reaction product. The product is: [Br:10][C:7]1[CH:6]=[C:3]2[C:2](=[CH:9][CH:8]=1)[N:1]=[CH:18][C:17]([C:11]1[CH:16]=[CH:15][CH:14]=[CH:13][CH:12]=1)=[CH:4]2. (4) Given the reactants [OH:1][CH:2]([CH2:50][OH:51])[CH2:3][NH:4][C:5]([C:7]1[C:8]([CH3:49])=[C:9]2[CH:30]=[C:28]3[N:29]=[C:25]([C:26]([CH3:33])=[C:27]3[CH2:31][CH3:32])[CH:24]=[C:22]3[NH:23][C:19]([C:20]([CH3:36])=[C:21]3[CH:34]=[O:35])=[CH:18][C:16]3=[N:17][C:13]([CH:14]([CH2:38][CH2:39][C:40]([O:42][CH3:43])=[O:41])[CH:15]3[CH3:37])=[C:12]([CH2:44][C:45]([O:47][CH3:48])=[O:46])[C:11]=1[NH:10]2)=[O:6], predict the reaction product. The product is: [OH:1][CH:2]([CH2:50][OH:51])[CH2:3][NH:4][C:5]([C:7]1[C:8]([CH3:49])=[C:9]2[CH:30]=[C:28]3[N:29]=[C:25]([C:26]([CH3:33])=[C:27]3[CH2:31][CH3:32])[CH:24]=[C:22]3[NH:23][C:19]([C:20]([CH3:36])=[C:21]3[CH2:34][OH:35])=[CH:18][C:16]3=[N:17][C:13]([CH:14]([CH2:38][CH2:39][C:40]([O:42][CH3:43])=[O:41])[CH:15]3[CH3:37])=[C:12]([CH2:44][C:45]([O:47][CH3:48])=[O:46])[C:11]=1[NH:10]2)=[O:6]. (5) Given the reactants [Si]([O:8][CH2:9][C:10]1[N:11]=[C:12]([C:15]([C:17]2[CH:18]=[N:19][CH:20]=[N:21][CH:22]=2)=[CH2:16])[S:13][CH:14]=1)(C(C)(C)C)(C)C.F.F.F.C(N(CC)CC)C, predict the reaction product. The product is: [N:19]1[CH:18]=[C:17]([C:15]([C:12]2[S:13][CH:14]=[C:10]([CH2:9][OH:8])[N:11]=2)=[CH2:16])[CH:22]=[N:21][CH:20]=1. (6) The product is: [Br:1][C:2]1[CH:7]=[CH:6][C:5]([S:8]([N:11]2[CH2:18][CH2:17][C:14]([CH2:15][NH:22][CH:19]([CH3:21])[CH3:20])([OH:16])[CH2:13][CH2:12]2)(=[O:10])=[O:9])=[CH:4][CH:3]=1. Given the reactants [Br:1][C:2]1[CH:7]=[CH:6][C:5]([S:8]([N:11]2[CH2:18][CH2:17][C:14]3([O:16][CH2:15]3)[CH2:13][CH2:12]2)(=[O:10])=[O:9])=[CH:4][CH:3]=1.[CH:19]([NH2:22])([CH3:21])[CH3:20], predict the reaction product. (7) Given the reactants Cl[C:2]1[C:8]2[CH:9]=[C:10]([Cl:13])[CH:11]=[CH:12][C:7]=2[N:6]([CH3:14])[C:5](=[O:15])[CH2:4][N:3]=1.C([O-])([O-])=O.[Na+].[Na+].[N:22]1[CH:27]=[CH:26][CH:25]=[C:24](B(O)O)[CH:23]=1, predict the reaction product. The product is: [Cl:13][C:10]1[CH:11]=[CH:12][C:7]2[N:6]([CH3:14])[C:5](=[O:15])[CH2:4][N:3]=[C:2]([C:24]3[CH:23]=[N:22][CH:27]=[CH:26][CH:25]=3)[C:8]=2[CH:9]=1.